Predict the reaction yield, written as a fraction of the theoretical maximum amount of product (1.0 means a 100% yield; for example, 0.34 means a 34% yield). From a dataset of Reaction yield outcomes from USPTO patents with 853,638 reactions. (1) The reactants are [C:1]([O:5][C:6]([CH3:9])([CH3:8])[CH3:7])(=[O:4])[CH:2]=[CH2:3].CCN(CC)CC.CN1CCCC1.C1(C)C=CC=CC=1P(C1C=CC=CC=1C)C1C=CC=CC=1C.Br[C:46]1[CH:47]=[CH:48][C:49]([O:52][CH:53]([F:55])[F:54])=[N:50][CH:51]=1. The catalyst is CN1C(=O)CCC1.CC([O-])=O.CC([O-])=O.[Pd+2]. The product is [F:54][CH:53]([F:55])[O:52][C:49]1[N:50]=[CH:51][C:46](/[CH:3]=[CH:2]/[C:1]([O:5][C:6]([CH3:9])([CH3:8])[CH3:7])=[O:4])=[CH:47][CH:48]=1. The yield is 0.660. (2) The yield is 0.820. The catalyst is CN(C=O)C.Cl[Pd](Cl)([P](C1C=CC=CC=1)(C1C=CC=CC=1)C1C=CC=CC=1)[P](C1C=CC=CC=1)(C1C=CC=CC=1)C1C=CC=CC=1.[Cu]I. The product is [Si:1]([O:8][CH2:9][C@H:10]1[CH2:14][C@@H:13]([N:15]2[CH:23]=[N:22][C:21]3[C:16]2=[N:17][CH:18]=[N:19][C:20]=3[C:40]#[C:39][C:33]2[CH:38]=[CH:37][CH:36]=[CH:35][CH:34]=2)[CH2:12][C@@H:11]1[OH:25])([C:4]([CH3:7])([CH3:6])[CH3:5])([CH3:3])[CH3:2]. The reactants are [Si:1]([O:8][CH2:9][C@H:10]1[CH2:14][C@@H:13]([N:15]2[CH:23]=[N:22][C:21]3[C:16]2=[N:17][CH:18]=[N:19][C:20]=3Cl)[CH2:12][C@@H:11]1[OH:25])([C:4]([CH3:7])([CH3:6])[CH3:5])([CH3:3])[CH3:2].C(N(CC)CC)C.[C:33]1([C:39]#[CH:40])[CH:38]=[CH:37][CH:36]=[CH:35][CH:34]=1.